Dataset: Full USPTO retrosynthesis dataset with 1.9M reactions from patents (1976-2016). Task: Predict the reactants needed to synthesize the given product. (1) Given the product [C:22]([O:21][C:19]([N:16]1[CH2:17][CH2:18][N:13]([C:6]2[C:5]3[C:10](=[C:11]([F:12])[C:2]([C:29]4[C:30]([O:34][CH3:35])=[CH:31][CH:32]=[CH:33][C:28]=4[F:27])=[C:3]([Cl:26])[CH:4]=3)[N:9]=[CH:8][N:7]=2)[CH2:14][CH2:15]1)=[O:20])([CH3:25])([CH3:24])[CH3:23], predict the reactants needed to synthesize it. The reactants are: Br[C:2]1[C:11]([F:12])=[C:10]2[C:5]([C:6]([N:13]3[CH2:18][CH2:17][N:16]([C:19]([O:21][C:22]([CH3:25])([CH3:24])[CH3:23])=[O:20])[CH2:15][CH2:14]3)=[N:7][CH:8]=[N:9]2)=[CH:4][C:3]=1[Cl:26].[F:27][C:28]1[CH:33]=[CH:32][CH:31]=[C:30]([O:34][CH3:35])[C:29]=1B(O)O.C([O-])([O-])=O.[Na+].[Na+]. (2) Given the product [ClH:1].[Cl:1][C:2]1[CH:7]=[CH:6][C:5]([C:8]2[C:9]([N:14]3[CH2:15][CH2:16][N:17]([CH2:26][C:25]4[C:21]([CH3:20])=[N:22][N:23]([C:29]5[CH:34]=[CH:33][CH:32]=[CH:31][CH:30]=5)[C:24]=4[CH3:28])[CH2:18][CH2:19]3)=[N:10][CH:11]=[CH:12][N:13]=2)=[CH:4][CH:3]=1, predict the reactants needed to synthesize it. The reactants are: [Cl:1][C:2]1[CH:7]=[CH:6][C:5]([C:8]2[C:9]([N:14]3[CH2:19][CH2:18][NH:17][CH2:16][CH2:15]3)=[N:10][CH:11]=[CH:12][N:13]=2)=[CH:4][CH:3]=1.[CH3:20][C:21]1[C:25]([CH:26]=O)=[C:24]([CH3:28])[N:23]([C:29]2[CH:34]=[CH:33][CH:32]=[CH:31][CH:30]=2)[N:22]=1.C(O)(=O)C.C(O[BH-](OC(=O)C)OC(=O)C)(=O)C.[Na+].[Cl-].[NH4+]. (3) Given the product [OH:10][CH2:9][C:8]1[CH:11]=[CH:12][C:5]([O:4][CH2:3][O:2][CH3:1])=[C:6]([CH2:13][CH2:14][OH:18])[CH:7]=1, predict the reactants needed to synthesize it. The reactants are: [CH3:1][O:2][CH2:3][O:4][C:5]1[CH:12]=[CH:11][C:8]([CH:9]=[O:10])=[CH:7][C:6]=1[CH:13]=[CH2:14].C1C[O:18]CC1. (4) Given the product [OH:10][C:7]1[CH:8]=[CH:9][C:4]([CH2:3][NH:2][C:30]([NH:29][C:26]2[CH:27]=[CH:28][C:23]([CH:20]([CH3:22])[CH3:21])=[CH:24][CH:25]=2)=[O:31])=[CH:5][C:6]=1[O:11][CH3:12], predict the reactants needed to synthesize it. The reactants are: Cl.[NH2:2][CH2:3][C:4]1[CH:9]=[CH:8][C:7]([OH:10])=[C:6]([O:11][CH3:12])[CH:5]=1.C(N(CC)CC)C.[CH:20]([C:23]1[CH:28]=[CH:27][C:26]([N:29]=[C:30]=[O:31])=[CH:25][CH:24]=1)([CH3:22])[CH3:21]. (5) Given the product [C:14]([NH:13][C:11]([C:10]1[C:4]2[C:5](=[N:6][CH:7]=[C:2]([NH:32][C:28]3[CH:27]=[N:26][CH:31]=[CH:30][CH:29]=3)[N:3]=2)[N:8]([CH2:18][O:19][CH2:20][CH2:21][Si:22]([CH3:25])([CH3:24])[CH3:23])[CH:9]=1)=[O:12])([CH3:17])([CH3:16])[CH3:15], predict the reactants needed to synthesize it. The reactants are: Br[C:2]1[N:3]=[C:4]2[C:10]([C:11]([NH:13][C:14]([CH3:17])([CH3:16])[CH3:15])=[O:12])=[CH:9][N:8]([CH2:18][O:19][CH2:20][CH2:21][Si:22]([CH3:25])([CH3:24])[CH3:23])[C:5]2=[N:6][CH:7]=1.[N:26]1[CH:31]=[CH:30][CH:29]=[C:28]([NH2:32])[CH:27]=1.C1C=CC(P(C2C(C3C(P(C4C=CC=CC=4)C4C=CC=CC=4)=CC=C4C=3C=CC=C4)=C3C(C=CC=C3)=CC=2)C2C=CC=CC=2)=CC=1.CC(C)([O-])C.[Na+]. (6) Given the product [Cl:1][C:2]1[CH:7]=[CH:6][C:5]([CH2:8][NH:9][C:12]2[CH:22]=[C:16]3[N:17]([CH3:21])[CH2:18][CH2:19][CH2:20][N:15]3[C:14](=[O:23])[N:13]=2)=[CH:4][C:3]=1[F:10], predict the reactants needed to synthesize it. The reactants are: [Cl:1][C:2]1[CH:7]=[CH:6][C:5]([CH2:8][NH2:9])=[CH:4][C:3]=1[F:10].Cl[C:12]1[CH:22]=[C:16]2[N:17]([CH3:21])[CH2:18][CH2:19][CH2:20][N:15]2[C:14](=[O:23])[N:13]=1. (7) Given the product [CH3:21][S:22]([O:9][CH2:8][CH2:7][CH2:6][C:5]([CH3:10])([N+:11]([O-:13])=[O:12])[CH3:4])(=[O:24])=[O:23], predict the reactants needed to synthesize it. The reactants are: C(Cl)Cl.[CH3:4][C:5]([N+:11]([O-:13])=[O:12])([CH3:10])[CH2:6][CH2:7][CH2:8][OH:9].C(N(CC)CC)C.[CH3:21][S:22](Cl)(=[O:24])=[O:23]. (8) Given the product [CH3:19][C:9]1[NH:8][C:5]2=[N:6][CH:7]=[C:2]([C:41]3[CH:40]=[CH:39][C:38]([CH2:37][N:34]4[CH2:35][CH2:36][N:31]([CH3:30])[CH2:32][CH2:33]4)=[CH:43][CH:42]=3)[CH:3]=[C:4]2[C:10]=1[C:11]1[N:12]=[CH:13][C:14]([OH:17])=[CH:15][CH:16]=1, predict the reactants needed to synthesize it. The reactants are: Br[C:2]1[CH:3]=[C:4]2[C:10]([C:11]3[CH:16]=[CH:15][C:14]([O:17]C)=[CH:13][N:12]=3)=[C:9]([CH3:19])[N:8](S(C3C=CC(C)=CC=3)(=O)=O)[C:5]2=[N:6][CH:7]=1.[CH3:30][N:31]1[CH2:36][CH2:35][N:34]([CH2:37][C:38]2[CH:43]=[CH:42][C:41](B3OC(C)(C)C(C)(C)O3)=[CH:40][CH:39]=2)[CH2:33][CH2:32]1.C([O-])([O-])=O.[Na+].[Na+].[Sn](Br)(Br)(Br)Br.[B]. (9) The reactants are: Br[C:2]1[CH:3]=[C:4]([CH:16]2[CH2:18][CH2:17]2)[C:5]2[O:12][C:9]3([CH2:11][CH2:10]3)[CH2:8][C:7]([CH3:14])([CH3:13])[C:6]=2[CH:15]=1.[CH3:19][Si:20]([C:23]#[CH:24])([CH3:22])[CH3:21].C(N(CC)CC)C.C(OCC)(=O)C. Given the product [CH:16]1([C:4]2[C:5]3[O:12][C:9]4([CH2:11][CH2:10]4)[CH2:8][C:7]([CH3:13])([CH3:14])[C:6]=3[CH:15]=[C:2]([C:24]#[C:23][Si:20]([CH3:22])([CH3:21])[CH3:19])[CH:3]=2)[CH2:17][CH2:18]1, predict the reactants needed to synthesize it. (10) Given the product [OH:38][C:34]1[C:33]([CH3:39])=[CH:32][C:31]([C:29]2[CH:30]=[C:25]([C:9]3[NH:8][C:16]4[C:11]([CH:10]=3)=[CH:12][CH:13]=[C:14]([CH2:17][N:18]3[CH2:23][CH2:22][N:21]([CH3:24])[CH2:20][CH2:19]3)[CH:15]=4)[C:26](=[O:40])[NH:27][N:28]=2)=[CH:36][C:35]=1[CH3:37], predict the reactants needed to synthesize it. The reactants are: C(OC([N:8]1[C:16]2[C:11](=[CH:12][CH:13]=[C:14]([CH2:17][N:18]3[CH2:23][CH2:22][N:21]([CH3:24])[CH2:20][CH2:19]3)[CH:15]=2)[CH:10]=[C:9]1[C:25]1[CH:30]=[C:29]([C:31]2[CH:36]=[C:35]([CH3:37])[C:34]([OH:38])=[C:33]([CH3:39])[CH:32]=2)[N:28]=[N:27][C:26]=1[O:40]C)=O)(C)(C)C.[I-].[K+].Cl.